The task is: Predict the product of the given reaction.. This data is from Forward reaction prediction with 1.9M reactions from USPTO patents (1976-2016). (1) Given the reactants [F:1][CH2:2][C:3]([CH2:7][F:8])([OH:6])[C:4]#[CH:5].[H-].[Na+].[CH3:11][S:12](Cl)(=[O:14])=[O:13].CCOCC, predict the reaction product. The product is: [CH3:11][S:12]([O:6][C:3]([CH2:7][F:8])([C:4]#[CH:5])[CH2:2][F:1])(=[O:14])=[O:13]. (2) Given the reactants [Cl:1][C:2]1[N:7]=[C:6](S(C)(=O)=O)[N:5]=[C:4]([NH:12][CH2:13][CH2:14][C:15]2[CH:20]=[CH:19][C:18]([Cl:21])=[CH:17][C:16]=2[Cl:22])[CH:3]=1.[CH:23]([Mg]Br)=[CH2:24].O, predict the reaction product. The product is: [Cl:1][C:2]1[N:7]=[C:6]([CH:23]=[CH2:24])[N:5]=[C:4]([NH:12][CH2:13][CH2:14][C:15]2[CH:20]=[CH:19][C:18]([Cl:21])=[CH:17][C:16]=2[Cl:22])[CH:3]=1. (3) Given the reactants [NH2:1][C:2]1[CH2:7][CH2:6][CH2:5][C:4](=[O:8])[CH:3]=1.[C:9](OC)(=[O:12])[CH2:10][CH3:11].ClCCl, predict the reaction product. The product is: [NH:1]1[C:2]2[CH2:7][CH2:6][CH2:5][C:4](=[O:8])[C:3]=2[CH:11]=[CH:10][C:9]1=[O:12]. (4) Given the reactants [C:1]([N:8]1[CH2:15][CH2:14][CH2:13][C@H:9]1[C:10]([OH:12])=[O:11])([O:3][C:4]([CH3:7])([CH3:6])[CH3:5])=[O:2].C(N(CC)CC)C.ClC(OCC)=O.[CH2:29]([O:36][C:37](=[O:52])[C@H:38]([CH2:40][CH2:41][C:42]([O:44][CH2:45][C:46]1[CH:51]=[CH:50][CH:49]=[CH:48][CH:47]=1)=[O:43])[NH2:39])[C:30]1[CH:35]=[CH:34][CH:33]=[CH:32][CH:31]=1.C(O)(=O)CC(CC(O)=O)(C(O)=O)O, predict the reaction product. The product is: [C:1]([N:8]1[CH2:15][CH2:14][CH2:13][C@H:9]1[C:10]([OH:12])=[O:11])([O:3][C:4]([CH3:7])([CH3:6])[CH3:5])=[O:2].[CH2:29]([O:36][C:37](=[O:52])[C@H:38]([CH2:40][CH2:41][C:42]([O:44][CH2:45][C:46]1[CH:51]=[CH:50][CH:49]=[CH:48][CH:47]=1)=[O:43])[NH2:39])[C:30]1[CH:31]=[CH:32][CH:33]=[CH:34][CH:35]=1. (5) Given the reactants [F:1][C:2]([F:14])([F:13])[C:3]1[CH:12]=[CH:11][C:6]([C:7](=O)[CH2:8]Br)=[CH:5][CH:4]=1.[NH2:15][C:16]1[CH:21]=[C:20]([C:22]([O:24][CH3:25])=[O:23])[CH:19]=[CH:18][N:17]=1, predict the reaction product. The product is: [CH3:25][O:24][C:22]([C:20]1[CH:19]=[CH:18][N:17]2[CH:8]=[C:7]([C:6]3[CH:11]=[CH:12][C:3]([C:2]([F:14])([F:13])[F:1])=[CH:4][CH:5]=3)[N:15]=[C:16]2[CH:21]=1)=[O:23].